Dataset: Full USPTO retrosynthesis dataset with 1.9M reactions from patents (1976-2016). Task: Predict the reactants needed to synthesize the given product. (1) The reactants are: [NH:1]1[CH:5]=[C:4]([C:6]2[CH:22]=[CH:21][C:9]3[C:10]4[N:11]=[C:12]([C:18](O)=[O:19])[S:13][C:14]=4[CH2:15][CH2:16][O:17][C:8]=3[CH:7]=2)[CH:3]=[N:2]1.[NH:23]1[CH2:28][CH2:27][CH2:26][CH2:25][C@H:24]1[CH2:29][OH:30]. Given the product [OH:30][CH2:29][C@H:24]1[CH2:25][CH2:26][CH2:27][CH2:28][N:23]1[C:18]([C:12]1[S:13][C:14]2[CH2:15][CH2:16][O:17][C:8]3[CH:7]=[C:6]([C:4]4[CH:3]=[N:2][NH:1][CH:5]=4)[CH:22]=[CH:21][C:9]=3[C:10]=2[N:11]=1)=[O:19], predict the reactants needed to synthesize it. (2) Given the product [C:1]([C:3]1[CH:4]=[CH:5][C:6]([C:9]2[N:10]=[N:11][N:12]([CH2:14][C:15]3[CH:16]=[C:17]([CH:35]=[CH:36][CH:37]=3)[C:18]([NH:20][C:21]3[S:22][C:23]4[CH2:29][C@H:28]([N:30]([CH2:31][CH2:32][O:33][CH3:34])[CH3:38])[CH2:27][CH2:26][C:24]=4[N:25]=3)=[O:19])[CH:13]=2)=[CH:7][CH:8]=1)#[N:2], predict the reactants needed to synthesize it. The reactants are: [C:1]([C:3]1[CH:8]=[CH:7][C:6]([C:9]2[N:10]=[N:11][N:12]([CH2:14][C:15]3[CH:16]=[C:17]([CH:35]=[CH:36][CH:37]=3)[C:18]([NH:20][C:21]3[S:22][C:23]4[CH2:29][C@H:28]([NH:30][CH2:31][CH2:32][O:33][CH3:34])[CH2:27][CH2:26][C:24]=4[N:25]=3)=[O:19])[CH:13]=2)=[CH:5][CH:4]=1)#[N:2].[C:38]([BH3-])#N.[Na+].